From a dataset of NCI-60 drug combinations with 297,098 pairs across 59 cell lines. Regression. Given two drug SMILES strings and cell line genomic features, predict the synergy score measuring deviation from expected non-interaction effect. (1) Drug 1: CC12CCC3C(C1CCC2O)C(CC4=C3C=CC(=C4)O)CCCCCCCCCS(=O)CCCC(C(F)(F)F)(F)F. Drug 2: CN(CC1=CN=C2C(=N1)C(=NC(=N2)N)N)C3=CC=C(C=C3)C(=O)NC(CCC(=O)O)C(=O)O. Cell line: SN12C. Synergy scores: CSS=17.3, Synergy_ZIP=-0.417, Synergy_Bliss=3.55, Synergy_Loewe=-30.0, Synergy_HSA=1.09. (2) Drug 1: CC1=C2C(C(=O)C3(C(CC4C(C3C(C(C2(C)C)(CC1OC(=O)C(C(C5=CC=CC=C5)NC(=O)OC(C)(C)C)O)O)OC(=O)C6=CC=CC=C6)(CO4)OC(=O)C)OC)C)OC. Drug 2: C(CCl)NC(=O)N(CCCl)N=O. Cell line: MOLT-4. Synergy scores: CSS=87.8, Synergy_ZIP=19.5, Synergy_Bliss=19.2, Synergy_Loewe=8.57, Synergy_HSA=19.4. (3) Drug 2: C1CN(P(=O)(OC1)NCCCl)CCCl. Synergy scores: CSS=5.24, Synergy_ZIP=-2.23, Synergy_Bliss=-1.23, Synergy_Loewe=-11.4, Synergy_HSA=-1.23. Cell line: SK-MEL-5. Drug 1: C1=CC(=CC=C1CCC2=CNC3=C2C(=O)NC(=N3)N)C(=O)NC(CCC(=O)O)C(=O)O. (4) Drug 1: CC1C(C(CC(O1)OC2CC(CC3=C2C(=C4C(=C3O)C(=O)C5=C(C4=O)C(=CC=C5)OC)O)(C(=O)CO)O)N)O.Cl. Drug 2: COCCOC1=C(C=C2C(=C1)C(=NC=N2)NC3=CC=CC(=C3)C#C)OCCOC.Cl. Cell line: IGROV1. Synergy scores: CSS=19.1, Synergy_ZIP=5.42, Synergy_Bliss=7.42, Synergy_Loewe=5.12, Synergy_HSA=8.23. (5) Drug 1: CC1C(C(CC(O1)OC2CC(CC3=C2C(=C4C(=C3O)C(=O)C5=C(C4=O)C(=CC=C5)OC)O)(C(=O)C)O)N)O.Cl. Drug 2: CC12CCC3C(C1CCC2OP(=O)(O)O)CCC4=C3C=CC(=C4)OC(=O)N(CCCl)CCCl.[Na+]. Cell line: HOP-62. Synergy scores: CSS=27.7, Synergy_ZIP=-5.35, Synergy_Bliss=2.21, Synergy_Loewe=-22.3, Synergy_HSA=-1.27. (6) Drug 1: COC1=CC(=CC(=C1O)OC)C2C3C(COC3=O)C(C4=CC5=C(C=C24)OCO5)OC6C(C(C7C(O6)COC(O7)C8=CC=CS8)O)O. Drug 2: C(CCl)NC(=O)N(CCCl)N=O. Cell line: SR. Synergy scores: CSS=84.0, Synergy_ZIP=-0.0913, Synergy_Bliss=-0.593, Synergy_Loewe=-0.00904, Synergy_HSA=2.64.